From a dataset of Reaction yield outcomes from USPTO patents with 853,638 reactions. Predict the reaction yield, written as a fraction of the theoretical maximum amount of product (1.0 means a 100% yield; for example, 0.34 means a 34% yield). (1) The reactants are [C:1]([C:3]1[CH:4]=[CH:5][C:6]([CH3:35])=[C:7]([NH:9][C:10](=[O:34])[C:11]2[CH:16]=[CH:15][C:14]([NH:17][C:18]3[N:27]=[C:26]([C:28]4[CH:33]=[CH:32][CH:31]=[CH:30][CH:29]=4)[C:25]4[C:20](=[CH:21][CH:22]=[CH:23][CH:24]=4)[N:19]=3)=[CH:13][CH:12]=2)[CH:8]=1)#[N:2].C[Si]([N:40]=[N+:41]=[N-:42])(C)C.C([Sn](=O)CCCC)CCC. The catalyst is C(COC)OC. The product is [CH3:35][C:6]1[CH:5]=[CH:4][C:3]([C:1]2[NH:42][N:41]=[N:40][N:2]=2)=[CH:8][C:7]=1[NH:9][C:10](=[O:34])[C:11]1[CH:16]=[CH:15][C:14]([NH:17][C:18]2[N:27]=[C:26]([C:28]3[CH:29]=[CH:30][CH:31]=[CH:32][CH:33]=3)[C:25]3[C:20](=[CH:21][CH:22]=[CH:23][CH:24]=3)[N:19]=2)=[CH:13][CH:12]=1. The yield is 0.810. (2) The product is [NH2:22][C:23]1[C:28]2=[C:29]([C:34]3[CH:39]=[CH:38][C:37]([NH:40][C:41]([NH:43][C:44]4[CH:49]=[C:48]([C:50]([F:52])([F:51])[F:53])[CH:47]=[CH:46][N:45]=4)=[O:42])=[C:36]([F:54])[CH:35]=3)[CH:30]=[C:31]([C:32]3[O:33][CH:20]=[N:19][CH:18]=3)[N:27]2[N:26]=[CH:25][N:24]=1. The reactants are C[O-].[Na+].C1COCC1.C1(C)C(S([CH2:18][N+:19]#[C-:20])(=O)=O)=CC=CC=1.[NH2:22][C:23]1[C:28]2=[C:29]([C:34]3[CH:39]=[CH:38][C:37]([NH:40][C:41]([NH:43][C:44]4[CH:49]=[C:48]([C:50]([F:53])([F:52])[F:51])[CH:47]=[CH:46][N:45]=4)=[O:42])=[C:36]([F:54])[CH:35]=3)[CH:30]=[C:31]([CH:32]=[O:33])[N:27]2[N:26]=[CH:25][N:24]=1. The catalyst is CO.CCOC(C)=O. The yield is 0.410. (3) The reactants are C([Si](C(C)C)(C(C)C)[N:5]1[C:13]2[C:8](=[CH:9][C:10]([CH2:14][CH2:15][CH2:16][C:17]3[CH:26]=[CH:25][C:24]4[C:19](=[N:20][CH:21]=[CH:22][CH:23]=4)[N:18]=3)=[CH:11][CH:12]=2)[CH:7]=[CH:6]1)(C)C.[CH2:33]([O:35][C:36](=[O:45])[C:37]#[C:38][C:39]1[CH:44]=[CH:43][CH:42]=[CH:41][CH:40]=1)[CH3:34].[F-].C([N+](CCCC)(CCCC)CCCC)CCC. The catalyst is C1COCC1. The product is [CH2:33]([O:35][C:36](=[O:45])[CH:37]=[C:38]([N:5]1[C:13]2[C:8](=[CH:9][C:10]([CH2:14][CH2:15][CH2:16][C:17]3[CH:26]=[CH:25][C:24]4[C:19](=[N:20][CH:21]=[CH:22][CH:23]=4)[N:18]=3)=[CH:11][CH:12]=2)[CH:7]=[CH:6]1)[C:39]1[CH:44]=[CH:43][CH:42]=[CH:41][CH:40]=1)[CH3:34]. The yield is 0.640. (4) The reactants are [C:1]([O:5][C:6](=[O:35])[NH:7][CH:8]([CH2:27][C:28]1[CH:33]=[CH:32][C:31]([Cl:34])=[CH:30][CH:29]=1)[C:9]([N:11]1[CH2:16][CH2:15][N:14]([C:17]2[C:18]3[S:25][C:24](I)=[CH:23][C:19]=3[N:20]=[CH:21][N:22]=2)[CH2:13][CH2:12]1)=[O:10])([CH3:4])([CH3:3])[CH3:2].C([O-])([O-])=O.[Na+].[Na+].[S:42]1[CH:46]=[CH:45][C:44](B(O)O)=[CH:43]1. The catalyst is CN(C=O)C.C1C=CC([P]([Pd]([P](C2C=CC=CC=2)(C2C=CC=CC=2)C2C=CC=CC=2)([P](C2C=CC=CC=2)(C2C=CC=CC=2)C2C=CC=CC=2)[P](C2C=CC=CC=2)(C2C=CC=CC=2)C2C=CC=CC=2)(C2C=CC=CC=2)C2C=CC=CC=2)=CC=1. The product is [C:1]([O:5][C:6](=[O:35])[NH:7][CH:8]([CH2:27][C:28]1[CH:33]=[CH:32][C:31]([Cl:34])=[CH:30][CH:29]=1)[C:9](=[O:10])[N:11]1[CH2:16][CH2:15][N:14]([C:17]2[C:18]3[S:25][C:24]([C:44]4[CH:45]=[CH:46][S:42][CH:43]=4)=[CH:23][C:19]=3[N:20]=[CH:21][N:22]=2)[CH2:13][CH2:12]1)([CH3:4])([CH3:3])[CH3:2]. The yield is 0.344. (5) The reactants are [CH2:1]([O:8][CH2:9][CH2:10][CH2:11][C@H:12]1[CH2:16][O:15]C(C)(C)[O:13]1)[C:2]1[CH:7]=[CH:6][CH:5]=[CH:4][CH:3]=1.O.C1(C)C=CC(S(O)(=O)=O)=CC=1. The catalyst is CO.Cl. The product is [CH2:1]([O:8][CH2:9][CH2:10][CH2:11][C@H:12]([OH:13])[CH2:16][OH:15])[C:2]1[CH:7]=[CH:6][CH:5]=[CH:4][CH:3]=1. The yield is 0.860. (6) The reactants are [NH2:1][C:2]1[N:3]=[CH:4][C:5]([C:8]2[C:13]([F:14])=[CH:12][C:11]([C:15]3[CH:20]=[CH:19][CH:18]=[CH:17][C:16]=3[CH2:21][S:22]([N:25]3[CH2:30][CH2:29][CH:28]([NH:31]C(=O)OC(C)(C)C)[CH2:27][CH2:26]3)(=[O:24])=[O:23])=[CH:10][CH:9]=2)=[N:6][CH:7]=1.[ClH:39]. No catalyst specified. The product is [ClH:39].[NH2:31][CH:28]1[CH2:27][CH2:26][N:25]([S:22]([CH2:21][C:16]2[CH:17]=[CH:18][CH:19]=[CH:20][C:15]=2[C:11]2[CH:10]=[CH:9][C:8]([C:5]3[N:6]=[CH:7][C:2]([NH2:1])=[N:3][CH:4]=3)=[C:13]([F:14])[CH:12]=2)(=[O:23])=[O:24])[CH2:30][CH2:29]1. The yield is 0.610. (7) The reactants are [CH2:1]([C@H:8]([NH:29][C:30](=[O:40])[O:31][C@@H:32]1[C@H:39]2[C@H:35]([O:36][CH2:37][CH2:38]2)[O:34][CH2:33]1)[C@@H:9]([OH:28])[CH:10]([NH:17][S:18]([C:21]1[CH:26]=[CH:25][C:24]([OH:27])=[CH:23][CH:22]=1)(=[O:20])=[O:19])[O:11][CH:12]1[CH2:16][CH2:15][CH2:14][CH2:13]1)[C:2]1[CH:7]=[CH:6][CH:5]=[CH:4][CH:3]=1.Br[CH:42]([CH3:44])[CH3:43].C(=O)([O-])[O-].[K+].[K+]. The catalyst is [I-].C([N+](CCCC)(CCCC)CCCC)CCC.CN(C=O)C. The product is [CH2:1]([C@H:8]([NH:29][C:30](=[O:40])[O:31][C@@H:32]1[C@H:39]2[C@H:35]([O:36][CH2:37][CH2:38]2)[O:34][CH2:33]1)[C@@H:9]([OH:28])[CH:10]([NH:17][S:18]([C:21]1[CH:26]=[CH:25][C:24]([O:27][CH:42]([CH3:44])[CH3:43])=[CH:23][CH:22]=1)(=[O:20])=[O:19])[O:11][CH:12]1[CH2:13][CH2:14][CH2:15][CH2:16]1)[C:2]1[CH:7]=[CH:6][CH:5]=[CH:4][CH:3]=1. The yield is 0.760. (8) The reactants are C([O:3][C:4](=[O:25])[C:5]([O:8][C:9]1[CH:14]=[CH:13][C:12]([O:15][CH2:16][CH:17]([CH3:24])[CH2:18][O:19]S(C)(=O)=O)=[CH:11][CH:10]=1)([CH3:7])[CH3:6])C.[O:26]([C:33]1[C:38]([C:39]([F:42])([F:41])[F:40])=[CH:37][CH:36]=[CH:35][C:34]=1O)[C:27]1[CH:32]=[CH:31][CH:30]=[CH:29][CH:28]=1. No catalyst specified. The product is [CH3:7][C:5]([O:8][C:9]1[CH:10]=[CH:11][C:12]([O:15][CH2:16][CH:17]([CH3:24])[CH2:18][O:19][C:34]2[CH:35]=[CH:36][CH:37]=[C:38]([C:39]([F:41])([F:42])[F:40])[C:33]=2[O:26][C:27]2[CH:28]=[CH:29][CH:30]=[CH:31][CH:32]=2)=[CH:13][CH:14]=1)([CH3:6])[C:4]([OH:3])=[O:25]. The yield is 0.770. (9) The reactants are [F:1][C:2]([F:13])([F:12])[C:3]1[CH:11]=[CH:10][CH:9]=[CH:8][C:4]=1[C:5]([NH2:7])=[NH:6].[O-]CC.[Na+].[C:18](OC)(=[O:23])[CH2:19][C:20]([CH3:22])=O. The catalyst is C(O)C. The product is [CH3:22][C:20]1[N:7]=[C:5]([C:4]2[CH:8]=[CH:9][CH:10]=[CH:11][C:3]=2[C:2]([F:12])([F:13])[F:1])[NH:6][C:18](=[O:23])[CH:19]=1. The yield is 0.500.